From a dataset of Catalyst prediction with 721,799 reactions and 888 catalyst types from USPTO. Predict which catalyst facilitates the given reaction. (1) Reactant: [Br:1][C:2]1[CH:3]=[C:4]([CH:8]=[CH:9][C:10]=1[CH3:11])[C:5](Cl)=[O:6].C(N(CC)CC)C.[F:19][C:20]([F:29])([F:28])[C:21]1[CH:22]=[C:23]([CH:25]=[CH:26][CH:27]=1)[NH2:24]. Product: [Br:1][C:2]1[CH:3]=[C:4]([CH:8]=[CH:9][C:10]=1[CH3:11])[C:5]([NH:24][C:23]1[CH:25]=[CH:26][CH:27]=[C:21]([C:20]([F:19])([F:28])[F:29])[CH:22]=1)=[O:6]. The catalyst class is: 115. (2) Reactant: [Cl:1][C:2]1[N:7]=[CH:6][C:5]2[C:8]([CH3:12])([CH3:11])[CH2:9][NH:10][C:4]=2[CH:3]=1.[C:13](OC([O-])=O)([O:15][C:16]([CH3:19])([CH3:18])[CH3:17])=[O:14].O. Product: [C:16]([O:15][C:13]([N:10]1[C:4]2[CH:3]=[C:2]([Cl:1])[N:7]=[CH:6][C:5]=2[C:8]([CH3:12])([CH3:11])[CH2:9]1)=[O:14])([CH3:19])([CH3:18])[CH3:17]. The catalyst class is: 527. (3) Reactant: [CH2:1]([N:3]1[C:7]2=[N:8][C:9]([CH2:45][CH3:46])=[C:10]([CH2:19][N:20]([CH2:29][C:30]3[CH:31]=[C:32]([C:37]4[CH:42]=[CH:41][CH:40]=[C:39]([CH:43]=O)[CH:38]=4)[C:33]([CH3:36])=[CH:34][CH:35]=3)[C:21]([C:23]3([C:26]([NH2:28])=[O:27])[CH2:25][CH2:24]3)=[O:22])[C:11]([NH:12][CH:13]3[CH2:18][CH2:17][O:16][CH2:15][CH2:14]3)=[C:6]2[CH:5]=[N:4]1)[CH3:2].[CH3:47][N:48]1[CH2:53][CH2:52][NH:51][CH2:50][CH2:49]1.C(O[BH-](OC(=O)C)OC(=O)C)(=O)C.[Na+].C(O)(=O)C. Product: [CH2:1]([N:3]1[C:7]2=[N:8][C:9]([CH2:45][CH3:46])=[C:10]([CH2:19][N:20]([CH2:29][C:30]3[CH:31]=[C:32]([C:37]4[CH:42]=[CH:41][CH:40]=[C:39]([CH2:43][N:51]5[CH2:52][CH2:53][N:48]([CH3:47])[CH2:49][CH2:50]5)[CH:38]=4)[C:33]([CH3:36])=[CH:34][CH:35]=3)[C:21]([C:23]3([C:26]([NH2:28])=[O:27])[CH2:24][CH2:25]3)=[O:22])[C:11]([NH:12][CH:13]3[CH2:18][CH2:17][O:16][CH2:15][CH2:14]3)=[C:6]2[CH:5]=[N:4]1)[CH3:2]. The catalyst class is: 2. (4) Reactant: N[C:2]1[C:7]([C:8]#[N:9])=[C:6]([C:10]2[CH:15]=[CH:14][C:13]([O:16][CH2:17][CH2:18][OH:19])=[CH:12][CH:11]=2)[C:5]([C:20]#[N:21])=[C:4]([O:22][CH2:23][CH3:24])[N:3]=1.N(OCCC(C)C)=O.[ClH:33]. Product: [Cl:33][C:2]1[C:7]([C:8]#[N:9])=[C:6]([C:10]2[CH:15]=[CH:14][C:13]([O:16][CH2:17][CH2:18][OH:19])=[CH:12][CH:11]=2)[C:5]([C:20]#[N:21])=[C:4]([O:22][CH2:23][CH3:24])[N:3]=1. The catalyst class is: 879. (5) Reactant: [Cl:1][C:2]1[C:3]([NH:7][C:8]2[NH:12][C:11]3[CH:13]=[CH:14][C:15]([F:17])=[CH:16][C:10]=3[N:9]=2)=[CH:4][S:5][CH:6]=1.[Cl:18]N1C(=O)CCC1=O.C1(C)C=CC=CC=1. Product: [ClH:1].[Cl:18][C:4]1[S:5][CH:6]=[C:2]([Cl:1])[C:3]=1[NH:7][C:8]1[NH:12][C:11]2[CH:13]=[CH:14][C:15]([F:17])=[CH:16][C:10]=2[N:9]=1. The catalyst class is: 15. (6) Reactant: [F:1][C:2]1[CH:7]=[CH:6][C:5]([N:8]([CH2:19][C:20]2[CH:40]=[CH:39][C:23]3[NH:24][C:25]([C@@H:27]4[CH2:31][CH2:30][CH2:29][N:28]4[C:32]([O:34][C:35]([CH3:38])([CH3:37])[CH3:36])=[O:33])=[N:26][C:22]=3[CH:21]=2)[CH2:9][C:10]2[CH:15]=[CH:14][C:13]([N+:16]([O-])=O)=[CH:12][CH:11]=2)=[CH:4][CH:3]=1.[Bi](Cl)(Cl)Cl.[BH4-].[Na+]. Product: [NH2:16][C:13]1[CH:14]=[CH:15][C:10]([CH2:9][N:8]([CH2:19][C:20]2[CH:40]=[CH:39][C:23]3[NH:24][C:25]([C@@H:27]4[CH2:31][CH2:30][CH2:29][N:28]4[C:32]([O:34][C:35]([CH3:37])([CH3:38])[CH3:36])=[O:33])=[N:26][C:22]=3[CH:21]=2)[C:5]2[CH:4]=[CH:3][C:2]([F:1])=[CH:7][CH:6]=2)=[CH:11][CH:12]=1. The catalyst class is: 8. (7) Reactant: [CH2:1]([O:3][C:4](=[O:20])[CH2:5][CH:6]1[CH2:11][CH2:10][N:9]([C:12]2[CH:17]=[CH:16][C:15]([Cl:18])=[CH:14][C:13]=2[NH2:19])[CH2:8][CH2:7]1)[CH3:2].[Cl:21][C:22]1[CH:23]=[C:24]([CH:28]=[CH:29][CH:30]=1)[C:25](Cl)=[O:26]. Product: [CH2:1]([O:3][C:4](=[O:20])[CH2:5][CH:6]1[CH2:11][CH2:10][N:9]([C:12]2[CH:17]=[CH:16][C:15]([Cl:18])=[CH:14][C:13]=2[NH:19][C:25](=[O:26])[C:24]2[CH:28]=[CH:29][CH:30]=[C:22]([Cl:21])[CH:23]=2)[CH2:8][CH2:7]1)[CH3:2]. The catalyst class is: 10. (8) Reactant: [CH2:1]([C:3]1[CH:4]=[C:5]([CH:7]=[CH:8][C:9]=1[N:10]1[CH2:14][CH2:13][CH2:12][CH2:11]1)[NH2:6])[CH3:2].C(N(CC)CC)C.Br[CH:23]([CH2:27][CH2:28]Br)[C:24](Cl)=[O:25].[OH-].[K+].[CH:32]1([C:35]2[CH:40]=[CH:39][C:38]([OH:41])=[CH:37][CH:36]=2)[CH2:34][CH2:33]1. Product: [CH:32]1([C:35]2[CH:40]=[CH:39][C:38]([O:41][CH:23]3[CH2:27][CH2:28][N:6]([C:5]4[CH:7]=[CH:8][C:9]([N:10]5[CH2:14][CH2:13][CH2:12][CH2:11]5)=[C:3]([CH2:1][CH3:2])[CH:4]=4)[C:24]3=[O:25])=[CH:37][CH:36]=2)[CH2:34][CH2:33]1. The catalyst class is: 146. (9) Reactant: C([O:5][C:6](=O)[NH:7][C:8]1([C:14](=[O:32])[NH:15][C:16]2[CH:21]=[CH:20][C:19]([C:22]3[CH:27]=[CH:26][CH:25]=[CH:24][C:23]=3[S:28]([CH3:31])(=[O:30])=[O:29])=[CH:18][CH:17]=2)[CH2:13][CH2:12][CH2:11][CH2:10][CH2:9]1)(C)(C)C.C(O)(C(F)(F)F)=O.C(N(CC)CC)C.[Cl:48][C:49]1[CH:54]=[CH:53][C:52]([N:55]=C=O)=[CH:51][CH:50]=1. Product: [CH3:31][S:28]([C:23]1[CH:24]=[CH:25][CH:26]=[CH:27][C:22]=1[C:19]1[CH:18]=[CH:17][C:16]([NH:15][C:14]([C:8]2([NH:7][C:6]([NH:55][C:52]3[CH:53]=[CH:54][C:49]([Cl:48])=[CH:50][CH:51]=3)=[O:5])[CH2:13][CH2:12][CH2:11][CH2:10][CH2:9]2)=[O:32])=[CH:21][CH:20]=1)(=[O:29])=[O:30]. The catalyst class is: 2.